Dataset: Peptide-MHC class II binding affinity with 134,281 pairs from IEDB. Task: Regression. Given a peptide amino acid sequence and an MHC pseudo amino acid sequence, predict their binding affinity value. This is MHC class II binding data. (1) The binding affinity (normalized) is 0.827. The MHC is DRB1_0401 with pseudo-sequence DRB1_0401. The peptide sequence is YDKFLFNVSTVLTGK. (2) The peptide sequence is SPKGISRMSMAMGTM. The MHC is DRB1_0101 with pseudo-sequence DRB1_0101. The binding affinity (normalized) is 0.650.